This data is from Forward reaction prediction with 1.9M reactions from USPTO patents (1976-2016). The task is: Predict the product of the given reaction. Given the reactants C(C(O[N:8]1[CH2:13][CH2:12][N:11]([C:14]2[CH:19]=[CH:18][CH:17]=[C:16]([CH2:20][OH:21])[CH:15]=2)[CH2:10][CH2:9]1)=O)(C)(C)C.[ClH:22], predict the reaction product. The product is: [ClH:22].[ClH:22].[OH:21][CH2:20][C:16]1[CH:15]=[C:14]([N:11]2[CH2:12][CH2:13][NH:8][CH2:9][CH2:10]2)[CH:19]=[CH:18][CH:17]=1.